Dataset: Reaction yield outcomes from USPTO patents with 853,638 reactions. Task: Predict the reaction yield, written as a fraction of the theoretical maximum amount of product (1.0 means a 100% yield; for example, 0.34 means a 34% yield). (1) The reactants are C[O:2][C:3]1[N:4]=[CH:5][CH:6]=[C:7]2[C:11]([C:12]3[CH:17]=[C:16]([S:18]([CH3:21])(=[O:20])=[O:19])[CH:15]=[CH:14][C:13]=3[NH:22][CH2:23][C:24]3[CH:31]=[CH:30][C:27]([C:28]#[N:29])=[CH:26][CH:25]=3)=[CH:10][N:9]([CH3:32])[C:8]=12.Cl.O1CCOCC1. No catalyst specified. The product is [CH3:32][N:9]1[C:8]2[C:3](=[O:2])[NH:4][CH:5]=[CH:6][C:7]=2[C:11]([C:12]2[CH:17]=[C:16]([S:18]([CH3:21])(=[O:20])=[O:19])[CH:15]=[CH:14][C:13]=2[NH:22][CH2:23][C:24]2[CH:25]=[CH:26][C:27]([C:28]#[N:29])=[CH:30][CH:31]=2)=[CH:10]1. The yield is 0.150. (2) The reactants are C(N(CC)C(C)C)(C)C.[CH3:10][C:11]1[CH:20]=[CH:19][C:18]2[C:13](=[CH:14][CH:15]=[C:16]([F:27])[C:17]=2[N:21]2[CH2:26][CH2:25][NH:24][CH2:23][CH2:22]2)[N:12]=1.CS(O[CH2:33][CH2:34][C:35]1[CH:40]=[CH:39][CH:38]=[C:37]([N+:41]([O-:43])=[O:42])[CH:36]=1)(=O)=O. The catalyst is CN(C)C=O. The product is [F:27][C:16]1[C:17]([N:21]2[CH2:26][CH2:25][N:24]([CH2:33][CH2:34][C:35]3[CH:40]=[CH:39][CH:38]=[C:37]([N+:41]([O-:43])=[O:42])[CH:36]=3)[CH2:23][CH2:22]2)=[C:18]2[C:13](=[CH:14][CH:15]=1)[N:12]=[C:11]([CH3:10])[CH:20]=[CH:19]2. The yield is 0.420.